This data is from Catalyst prediction with 721,799 reactions and 888 catalyst types from USPTO. The task is: Predict which catalyst facilitates the given reaction. (1) Reactant: [N:1]1([C:6]([C:8]2[S:12][C:11]([C:13]3[CH:21]=[CH:20][C:16]([C:17](O)=[O:18])=[CH:15][CH:14]=3)=[CH:10][CH:9]=2)=[O:7])[CH2:5][CH2:4][CH2:3][CH2:2]1.CCN=C=NCCCN(C)C.Cl.C1C=CC2N(O)N=NC=2C=1.CCN(C(C)C)C(C)C.[NH:53]1[CH2:57][CH2:56][CH2:55][C@H:54]1[CH2:58][N:59]1[CH2:63][CH2:62][CH2:61][CH2:60]1. Product: [N:1]1([C:6]([C:8]2[S:12][C:11]([C:13]3[CH:21]=[CH:20][C:16]([C:17]([N:53]4[CH2:57][CH2:56][CH2:55][C@H:54]4[CH2:58][N:59]4[CH2:63][CH2:62][CH2:61][CH2:60]4)=[O:18])=[CH:15][CH:14]=3)=[CH:10][CH:9]=2)=[O:7])[CH2:2][CH2:3][CH2:4][CH2:5]1. The catalyst class is: 174. (2) Reactant: [CH3:1][N:2]([CH3:30])[C:3]1([C:24]2[CH:29]=[CH:28][CH:27]=[CH:26][N:25]=2)[CH2:8][CH2:7][C:6](=[CH:9][C:10]([NH:12][CH2:13][CH2:14][C:15]2[C:23]3[C:18](=[CH:19][CH:20]=[CH:21][CH:22]=3)[NH:17][CH:16]=2)=[O:11])[CH2:5][CH2:4]1.[Cl:31][Si](C)(C)C. Product: [ClH:31].[CH3:30][N:2]([CH3:1])[C:3]1([C:24]2[CH:29]=[CH:28][CH:27]=[CH:26][N:25]=2)[CH2:4][CH2:5][C:6](=[CH:9][C:10]([NH:12][CH2:13][CH2:14][C:15]2[C:23]3[C:18](=[CH:19][CH:20]=[CH:21][CH:22]=3)[NH:17][CH:16]=2)=[O:11])[CH2:7][CH2:8]1. The catalyst class is: 573.